The task is: Predict the reactants needed to synthesize the given product.. This data is from Full USPTO retrosynthesis dataset with 1.9M reactions from patents (1976-2016). (1) Given the product [CH3:1][C:2]1[N:6]([CH:7]([CH3:9])[CH3:8])[C:5]([C:10]2[CH:15]=[CH:14][N:13]=[C:12]([OH:28])[N:11]=2)=[CH:4][N:3]=1, predict the reactants needed to synthesize it. The reactants are: [CH3:1][C:2]1[N:6]([CH:7]([CH3:9])[CH3:8])[C:5]([C:10]2[CH:15]=[CH:14][N:13]=[C:12](NC3CCCC(C(OC)=O)C3)[N:11]=2)=[CH:4][N:3]=1.N([O-])=[O:28].[Na+].[OH-].[Na+]. (2) Given the product [CH2:1]([O:8][C:9]([N:11]1[CH2:15][CH2:14][CH2:13][C@H:12]1[C:16](=[O:33])[NH:17][C:18]1[CH:19]=[C:20]([C:35]2[CH:47]=[CH:46][C:38]([CH2:39][NH:40][C:41]([CH:43]3[CH2:45][CH2:44]3)=[O:42])=[CH:37][CH:36]=2)[CH:21]=[CH:22][CH:23]=1)=[O:10])[C:2]1[CH:7]=[CH:6][CH:5]=[CH:4][CH:3]=1, predict the reactants needed to synthesize it. The reactants are: [CH2:1]([O:8][C:9]([N:11]1[CH2:15][CH2:14][CH2:13][C@H:12]1[C:16](=[O:33])[NH:17][C:18]1[CH:23]=[CH:22][CH:21]=[C:20](B2OC(C)(C)C(C)(C)O2)[CH:19]=1)=[O:10])[C:2]1[CH:7]=[CH:6][CH:5]=[CH:4][CH:3]=1.Br[C:35]1[CH:47]=[CH:46][C:38]([CH2:39][NH:40][C:41]([CH:43]2[CH2:45][CH2:44]2)=[O:42])=[CH:37][CH:36]=1.CN(C=O)C. (3) The reactants are: [Mg].Br[C:3]12[CH2:12][CH:7]3[CH2:8][CH:9]([CH2:11][CH:5]([CH2:6]3)[CH2:4]1)[CH2:10]2.[P:13]([Cl:16])(Cl)Cl. Given the product [C:3]12([P:13]([C:3]34[CH2:12][CH:7]5[CH2:8][CH:9]([CH2:11][CH:5]([CH2:6]5)[CH2:4]3)[CH2:10]4)[Cl:16])[CH2:12][CH:7]3[CH2:8][CH:9]([CH2:11][CH:5]([CH2:6]3)[CH2:4]1)[CH2:10]2, predict the reactants needed to synthesize it. (4) The reactants are: N1C=CC=CC=1.Cl.CN(C)CCCN=C=NCC.[CH3:19][N:20]1[C:28]2[C:23](=[C:24]([NH2:29])[CH:25]=[CH:26][CH:27]=2)[CH:22]=[CH:21]1.[N:30]1([C:36]2[N:37]=[C:38]([CH2:43][C:44]([O-])=[O:45])[NH:39][C:40](=[O:42])[CH:41]=2)[CH2:35][CH2:34][O:33][CH2:32][CH2:31]1.[Na+]. Given the product [CH3:19][N:20]1[C:28]2[C:23](=[C:24]([NH:29][C:44](=[O:45])[CH2:43][C:38]3[NH:39][C:40](=[O:42])[CH:41]=[C:36]([N:30]4[CH2:35][CH2:34][O:33][CH2:32][CH2:31]4)[N:37]=3)[CH:25]=[CH:26][CH:27]=2)[CH:22]=[CH:21]1, predict the reactants needed to synthesize it. (5) Given the product [Cl:1][C:2]1[CH:7]=[C:6]([Cl:8])[CH:5]=[CH:4][C:3]=1[CH:9]1[CH2:12][CH2:11][C:10]1([NH:23][CH:24]=[O:29])[S:13]([C:16]1[CH:17]=[CH:18][C:19]([CH3:22])=[CH:20][CH:21]=1)(=[O:14])=[O:15], predict the reactants needed to synthesize it. The reactants are: [Cl:1][C:2]1[CH:7]=[C:6]([Cl:8])[CH:5]=[CH:4][C:3]=1[CH:9]1[CH2:12][CH2:11][C:10]1([N+:23]#[C-:24])[S:13]([C:16]1[CH:21]=[CH:20][C:19]([CH3:22])=[CH:18][CH:17]=1)(=[O:15])=[O:14].Cl.O.CC[O:29]C(C)=O.